Task: Predict the product of the given reaction.. Dataset: Forward reaction prediction with 1.9M reactions from USPTO patents (1976-2016) Given the reactants [C:1]([O:5][C:6]([NH:8][CH:9]1[CH2:13][CH2:12][CH:11]([C:14]([OH:16])=O)[CH2:10]1)=[O:7])([CH3:4])([CH3:3])[CH3:2].O.O[N:19]1C2C=CC=CC=2N=N1.Cl.CN(C)CCCN=C=NCC.[OH-].[NH4+], predict the reaction product. The product is: [C:14]([C@@H:11]1[CH2:12][CH2:13][C@H:9]([NH:8][C:6](=[O:7])[O:5][C:1]([CH3:4])([CH3:3])[CH3:2])[CH2:10]1)(=[O:16])[NH2:19].